From a dataset of Full USPTO retrosynthesis dataset with 1.9M reactions from patents (1976-2016). Predict the reactants needed to synthesize the given product. (1) Given the product [F:14][C:11]([F:12])([F:13])[C:9]1[CH:8]=[C:7]([C:15]2[CH:20]=[CH:19][C:18]([C:21]([F:24])([F:22])[F:23])=[CH:17][CH:16]=2)[N:6]=[C:5]([C:3]2[N:4]=[C:32]([C:31]3[CH:30]=[C:29]([S:25]([NH2:26])(=[O:28])=[O:27])[CH:37]=[CH:36][CH:35]=3)[O:1][N:2]=2)[N:10]=1, predict the reactants needed to synthesize it. The reactants are: [OH:1][NH:2][C:3]([C:5]1[N:10]=[C:9]([C:11]([F:14])([F:13])[F:12])[CH:8]=[C:7]([C:15]2[CH:20]=[CH:19][C:18]([C:21]([F:24])([F:23])[F:22])=[CH:17][CH:16]=2)[N:6]=1)=[NH:4].[S:25]([C:29]1[CH:30]=[C:31]([CH:35]=[CH:36][CH:37]=1)[C:32](O)=O)(=[O:28])(=[O:27])[NH2:26]. (2) The reactants are: Br[C:2]1[C:3]([NH2:10])=[N:4][C:5]([O:8][CH3:9])=[CH:6][CH:7]=1.[C:11]1(B(O)O)[CH:16]=[CH:15][CH:14]=[CH:13][CH:12]=1.C([O-])([O-])=O.[Na+].[Na+]. Given the product [CH3:9][O:8][C:5]1[N:4]=[C:3]([NH2:10])[C:2]([C:11]2[CH:16]=[CH:15][CH:14]=[CH:13][CH:12]=2)=[CH:7][CH:6]=1, predict the reactants needed to synthesize it. (3) Given the product [I:22][C:5]1[CH:6]=[C:7]([CH2:8][CH:9]2[CH2:14][CH2:13][O:12][CH2:11][CH2:10]2)[CH:15]=[CH:16][C:4]=1[NH2:1], predict the reactants needed to synthesize it. The reactants are: [N+:1]([C:4]1[CH:16]=[CH:15][C:7]([CH:8]=[C:9]2[CH2:14][CH2:13][O:12][CH2:11][CH2:10]2)=[CH:6][CH:5]=1)([O-])=O.C([O-])(=O)C.[Na+].[I:22]Cl. (4) Given the product [CH2:1]([O:3][C:4](=[O:18])[CH2:5][O:6][C:7]1[CH:12]=[CH:11][C:10]([N+:19]([O-:21])=[O:20])=[CH:9][C:8]=1[CH2:13][CH2:14][CH2:15][O:16][CH3:17])[CH3:2], predict the reactants needed to synthesize it. The reactants are: [CH2:1]([O:3][C:4](=[O:18])[CH2:5][O:6][C:7]1[CH:12]=[CH:11][CH:10]=[CH:9][C:8]=1[CH2:13][CH2:14][CH2:15][O:16][CH3:17])[CH3:2].[N+:19]([O-])([OH:21])=[O:20]. (5) Given the product [C:1]([O:5][C:6]([NH:8][CH2:9][CH2:10][CH:11]1[CH2:12][CH2:13][N:14]([C:19]2[CH:24]=[CH:23][N:22]=[CH:21][CH:20]=2)[CH2:15][CH2:16]1)=[O:7])([CH3:4])([CH3:2])[CH3:3], predict the reactants needed to synthesize it. The reactants are: [C:1]([O:5][C:6]([NH:8][CH2:9][CH2:10][CH:11]1[CH2:16][CH2:15][NH:14][CH2:13][CH2:12]1)=[O:7])([CH3:4])([CH3:3])[CH3:2].Cl.Cl[C:19]1[CH:24]=[CH:23][N:22]=[CH:21][CH:20]=1.